From a dataset of Reaction yield outcomes from USPTO patents with 853,638 reactions. Predict the reaction yield, written as a fraction of the theoretical maximum amount of product (1.0 means a 100% yield; for example, 0.34 means a 34% yield). (1) The catalyst is CN(C1C=CN=CC=1)C.C1COCC1.C(Cl)Cl.CCCCCC. The reactants are [NH2:1][C:2]1[N:19]=[CH:18][C:5]2[N:6]=[CH:7][N:8]=[C:9]([NH:10][C:11]3[CH:16]=[CH:15][CH:14]=[C:13]([Br:17])[CH:12]=3)[C:4]=2[CH:3]=1.CCN(CC)CC.[C:27](Cl)(=[O:31])[C:28]([CH3:30])=[CH2:29].CCOC(C)=O.C(Cl)Cl. The yield is 0.0600. The product is [Br:17][C:13]1[CH:12]=[C:11]([NH:10][C:9]2[C:4]3[CH:3]=[C:2]([NH:1][C:27](=[O:31])[C:28]([CH3:30])=[CH2:29])[N:19]=[CH:18][C:5]=3[N:6]=[CH:7][N:8]=2)[CH:16]=[CH:15][CH:14]=1. (2) The reactants are [C:1]([N:4]1[CH2:9][CH2:8][C:7](=O)[CH2:6][CH2:5]1)(=[O:3])[CH3:2].Cl.[NH2:12][OH:13].N1C=CC=CC=1. The catalyst is C(O)C. The product is [C:1]([N:4]1[CH2:9][CH2:8][C:7](=[N:12][OH:13])[CH2:6][CH2:5]1)(=[O:3])[CH3:2]. The yield is 0.590. (3) The reactants are Cl.[Cl:2][CH2:3][CH:4]([NH2:9])[CH2:5][CH:6]([CH3:8])[CH3:7].C(N(CC)CC)C.[CH2:17]([O:19][C:20]1[N:21]([CH2:32][C:33]2[CH:38]=[CH:37][C:36]([C:39]3[CH:44]=[CH:43][CH:42]=[CH:41][C:40]=3[C:45]3[NH:49][N:48]=[N:47][N:46]=3)=[CH:35][CH:34]=2)[C:22]2[C:28]([C:29](O)=[O:30])=[CH:27][CH:26]=[CH:25][C:23]=2[N:24]=1)[CH3:18].C1C=CC2N(O)N=NC=2C=1.CCN=C=NCCCN(C)C.Cl. The catalyst is C(Cl)Cl. The product is [Cl:2][CH2:3][CH:4]([NH:9][C:29]([C:28]1[C:22]2[N:21]([CH2:32][C:33]3[CH:38]=[CH:37][C:36]([C:39]4[CH:44]=[CH:43][CH:42]=[CH:41][C:40]=4[C:45]4[NH:49][N:48]=[N:47][N:46]=4)=[CH:35][CH:34]=3)[C:20]([O:19][CH2:17][CH3:18])=[N:24][C:23]=2[CH:25]=[CH:26][CH:27]=1)=[O:30])[CH2:5][CH:6]([CH3:8])[CH3:7]. The yield is 0.150.